This data is from Reaction yield outcomes from USPTO patents with 853,638 reactions. The task is: Predict the reaction yield, written as a fraction of the theoretical maximum amount of product (1.0 means a 100% yield; for example, 0.34 means a 34% yield). The reactants are [CH2:1]([N:8]1[CH2:13][CH2:12][CH:11]([N:14]2[CH2:18][CH2:17][NH:16][C:15]2=[C:19]([C:22]#[N:23])[C:20]#[N:21])[CH2:10][CH2:9]1)[C:2]1[CH:7]=[CH:6][CH:5]=[CH:4][CH:3]=1.C(=O)([O-])[O-].[K+].[K+].[Br:30][CH2:31][CH2:32]Br.O. The catalyst is CN(C=O)C. The product is [CH2:1]([N:8]1[CH2:13][CH2:12][CH:11]([N:14]2[CH2:18][CH2:17][N:16]([CH2:32][CH2:31][Br:30])[C:15]2=[C:19]([C:22]#[N:23])[C:20]#[N:21])[CH2:10][CH2:9]1)[C:2]1[CH:3]=[CH:4][CH:5]=[CH:6][CH:7]=1. The yield is 0.589.